Predict the reaction yield, written as a fraction of the theoretical maximum amount of product (1.0 means a 100% yield; for example, 0.34 means a 34% yield). From a dataset of Reaction yield outcomes from USPTO patents with 853,638 reactions. (1) The reactants are [CH3:1][O:2][C:3]1[CH:8]=[CH:7][C:6]([CH2:9][C:10](=[O:12])[CH3:11])=[CH:5][C:4]=1[N+:13]([O-])=O. The catalyst is [Pd].C(O)C. The product is [NH2:13][C:4]1[CH:5]=[C:6]([CH2:9][C:10](=[O:12])[CH3:11])[CH:7]=[CH:8][C:3]=1[O:2][CH3:1]. The yield is 0.940. (2) The reactants are [CH:1]1([N:4]2[CH2:9][CH2:8][C:7]([S:17]([C:20]3[CH:25]=[CH:24][C:23]([C:26]4[CH:31]=[CH:30][C:29]([O:32][C:33]([F:38])([F:37])[CH:34]([F:36])[F:35])=[CH:28][CH:27]=4)=[CH:22][CH:21]=3)(=[O:19])=[O:18])([C:10]([O:12][C:13]([CH3:16])([CH3:15])[CH3:14])=[O:11])[CH2:6][CH2:5]2)[CH2:3][CH2:2]1.COCCN(S(F)(F)F)[CH2:44][CH2:45]OC.[CH2:52](O)[CH3:53].C([O-])(O)=O.[Na+]. The catalyst is C(Cl)Cl. The product is [CH2:1]([N:4]1[CH2:5][CH2:6][C:7]([S:17]([C:20]2[CH:25]=[CH:24][C:23]([C:26]3[CH:31]=[CH:30][C:29]([O:32][C:33]([F:37])([F:38])[CH:34]([F:35])[F:36])=[CH:28][CH:27]=3)=[CH:22][CH:21]=2)(=[O:19])=[O:18])([C:10]([O:12][C:13]([CH3:15])([CH3:14])[CH3:16])=[O:11])[CH2:8][CH2:9]1)[C:2]1[CH:3]=[CH:45][CH:44]=[CH:53][CH:52]=1. The yield is 0.770. (3) The reactants are Cl.[Cl:2][C:3]1[CH:8]=[CH:7][C:6]([C:9]2[S:10][C:11]([CH:14]([CH2:21][C:22]3[N:23]=[C:24]([CH2:27][CH2:28][CH2:29][C:30]4[CH:39]=[CH:38][C:37]5[CH2:36][CH2:35][CH2:34][NH:33][C:32]=5[N:31]=4)[S:25][CH:26]=3)[CH2:15][C:16]([O:18]CC)=[O:17])=[CH:12][N:13]=2)=[CH:5][CH:4]=1.[Li+].[OH-].Cl. The catalyst is C1COCC1. The product is [ClH:2].[Cl:2][C:3]1[CH:8]=[CH:7][C:6]([C:9]2[S:10][C:11]([CH:14]([CH2:21][C:22]3[N:23]=[C:24]([CH2:27][CH2:28][CH2:29][C:30]4[CH:39]=[CH:38][C:37]5[CH2:36][CH2:35][CH2:34][NH:33][C:32]=5[N:31]=4)[S:25][CH:26]=3)[CH2:15][C:16]([OH:18])=[O:17])=[CH:12][N:13]=2)=[CH:5][CH:4]=1. The yield is 0.780. (4) The product is [CH2:14]([S:22][C:4]1[CH:5]=[C:6]([C:12]#[N:13])[C:7](=[CH:10][CH:11]=1)[C:8]#[N:9])[CH2:15][CH2:16][CH2:17][CH2:18][CH2:19][CH2:20][CH3:21]. The catalyst is CN(C)C(=O)C. The reactants are [N+]([C:4]1[CH:5]=[C:6]([C:12]#[N:13])[C:7](=[CH:10][CH:11]=1)[C:8]#[N:9])([O-])=O.[CH2:14]([SH:22])[CH2:15][CH2:16][CH2:17][CH2:18][CH2:19][CH2:20][CH3:21].C(=O)([O-])[O-].[K+].[K+].Cl. The yield is 0.680. (5) The reactants are [CH:1]1([CH2:4][OH:5])[CH2:3][CH2:2]1.[Cl:6][C:7]1[CH:12]=[CH:11][C:10]([C:13]2[C:18](F)=[CH:17][CH:16]=[CH:15][N:14]=2)=[CH:9][CH:8]=1. The catalyst is CS(C)=O. The product is [Cl:6][C:7]1[CH:8]=[CH:9][C:10]([C:13]2[C:18]([O:5][CH2:4][CH:1]3[CH2:3][CH2:2]3)=[CH:17][CH:16]=[CH:15][N:14]=2)=[CH:11][CH:12]=1. The yield is 0.749. (6) The reactants are C(O)C.[OH-].[Na+].[O:6]1[CH:10]=[CH:9][CH:8]=[C:7]1[C:11]1[CH:12]=[C:13]([CH:21]=[CH:22][CH:23]=1)[O:14][CH2:15][C:16]([O:18]CC)=[O:17].Cl. The catalyst is O. The product is [O:6]1[CH:10]=[CH:9][CH:8]=[C:7]1[C:11]1[CH:12]=[C:13]([CH:21]=[CH:22][CH:23]=1)[O:14][CH2:15][C:16]([OH:18])=[O:17]. The yield is 0.820. (7) The reactants are [Br:1][C:2]1[CH:7]=[CH:6][C:5]([O:8][CH3:9])=[CH:4][C:3]=1[N+:10]([O-])=O. The catalyst is C(O)C.[Ni]. The product is [Br:1][C:2]1[CH:7]=[CH:6][C:5]([O:8][CH3:9])=[CH:4][C:3]=1[NH2:10]. The yield is 0.860.